Regression. Given two drug SMILES strings and cell line genomic features, predict the synergy score measuring deviation from expected non-interaction effect. From a dataset of NCI-60 drug combinations with 297,098 pairs across 59 cell lines. (1) Cell line: NCI-H226. Synergy scores: CSS=45.1, Synergy_ZIP=-1.21, Synergy_Bliss=1.58, Synergy_Loewe=3.05, Synergy_HSA=3.69. Drug 2: COC1=CC(=CC(=C1O)OC)C2C3C(COC3=O)C(C4=CC5=C(C=C24)OCO5)OC6C(C(C7C(O6)COC(O7)C8=CC=CS8)O)O. Drug 1: CCC1=CC2CC(C3=C(CN(C2)C1)C4=CC=CC=C4N3)(C5=C(C=C6C(=C5)C78CCN9C7C(C=CC9)(C(C(C8N6C)(C(=O)OC)O)OC(=O)C)CC)OC)C(=O)OC.C(C(C(=O)O)O)(C(=O)O)O. (2) Drug 1: C(=O)(N)NO. Drug 2: C(CCl)NC(=O)N(CCCl)N=O. Cell line: HL-60(TB). Synergy scores: CSS=24.8, Synergy_ZIP=-9.26, Synergy_Bliss=1.42, Synergy_Loewe=-2.07, Synergy_HSA=2.14. (3) Drug 1: C1CC(=O)NC(=O)C1N2CC3=C(C2=O)C=CC=C3N. Drug 2: CCN(CC)CCNC(=O)C1=C(NC(=C1C)C=C2C3=C(C=CC(=C3)F)NC2=O)C. Cell line: HOP-62. Synergy scores: CSS=10.7, Synergy_ZIP=2.86, Synergy_Bliss=5.28, Synergy_Loewe=5.27, Synergy_HSA=3.80. (4) Drug 1: C(CC(=O)O)C(=O)CN.Cl. Synergy scores: CSS=17.4, Synergy_ZIP=-0.556, Synergy_Bliss=1.27, Synergy_Loewe=1.55, Synergy_HSA=1.86. Drug 2: C1=NNC2=C1C(=O)NC=N2. Cell line: IGROV1.